Predict the product of the given reaction. From a dataset of Forward reaction prediction with 1.9M reactions from USPTO patents (1976-2016). (1) Given the reactants [OH:1][C:2]1[CH:9]=[CH:8][C:5]([CH:6]=[O:7])=[CH:4][C:3]=1[O:10][CH3:11].C(=O)([O-])[O-].[Li+].[Li+].F[C:19]1[CH:24]=[CH:23][C:22]([C:25]([F:28])([F:27])[F:26])=[CH:21][C:20]=1[C:29]([F:32])([F:31])[F:30].[OH-].[Na+], predict the reaction product. The product is: [F:26][C:25]([F:27])([F:28])[C:22]1[CH:21]=[C:20]([C:29]([F:30])([F:31])[F:32])[CH:19]=[CH:24][C:23]=1[O:1][C:2]1[CH:9]=[CH:8][C:5]([CH:6]=[O:7])=[CH:4][C:3]=1[O:10][CH3:11]. (2) Given the reactants [CH:1]1[C:14]2[C:13](=[CH:15][C:16]([NH:18][CH2:19][CH2:20][CH2:21][CH2:22][CH2:23][C:24]([OH:26])=O)=[O:17])[C:12]3[C:7](=[CH:8][CH:9]=[CH:10][CH:11]=3)[S:6][C:5]=2[CH:4]=[CH:3][CH:2]=1.Cl.C(N=C=NCCCN(C)C)C.O[C:40]1[C:48]2[N:47]=N[NH:45][C:44]=2[CH:43]=[CH:42][CH:41]=1.C(N(CC)CC)C.C1(N)C=CC=CC=1N, predict the reaction product. The product is: [CH:1]1[C:14]2[C:13](=[CH:15][C:16]([NH:18][CH2:19][CH2:20][CH2:21][CH2:22][CH2:23][C:24]([NH:45][C:44]3[CH:43]=[CH:42][CH:41]=[CH:40][C:48]=3[NH2:47])=[O:26])=[O:17])[C:12]3[C:7](=[CH:8][CH:9]=[CH:10][CH:11]=3)[S:6][C:5]=2[CH:4]=[CH:3][CH:2]=1. (3) Given the reactants [CH:1]([N:4]1[CH2:9][CH2:8][N:7]([C:10]2[S:11][C:12]3[CH:18]=[CH:17][C:16]([CH:19]=O)=[CH:15][C:13]=3[N:14]=2)[CH2:6][CH2:5]1)([CH3:3])[CH3:2].Cl.[CH3:22][NH:23][CH3:24].C(O)(=O)C.[BH3-]C#N.[Na+], predict the reaction product. The product is: [CH:1]([N:4]1[CH2:9][CH2:8][N:7]([C:10]2[S:11][C:12]3[CH:18]=[CH:17][C:16]([CH2:19][N:23]([CH3:24])[CH3:22])=[CH:15][C:13]=3[N:14]=2)[CH2:6][CH2:5]1)([CH3:3])[CH3:2]. (4) Given the reactants [C:1]([C:5]1[CH:6]=[C:7]([Cl:14])[C:8]([O:12][CH3:13])=[C:9]([NH2:11])[CH:10]=1)([CH3:4])([CH3:3])[CH3:2].[N:15]1([CH2:21][CH2:22][O:23][C:24]2[C:33]3[C:28](=[CH:29][CH:30]=[CH:31][CH:32]=3)[C:27]([C:34](=[O:38])[C:35](Cl)=[O:36])=[CH:26][CH:25]=2)[CH2:20][CH2:19][O:18][CH2:17][CH2:16]1.CCN(C(C)C)C(C)C, predict the reaction product. The product is: [C:1]([C:5]1[CH:6]=[C:7]([Cl:14])[C:8]([O:12][CH3:13])=[C:9]([NH:11][C:35](=[O:36])[C:34]([C:27]2[C:28]3[C:33](=[CH:32][CH:31]=[CH:30][CH:29]=3)[C:24]([O:23][CH2:22][CH2:21][N:15]3[CH2:16][CH2:17][O:18][CH2:19][CH2:20]3)=[CH:25][CH:26]=2)=[O:38])[CH:10]=1)([CH3:4])([CH3:2])[CH3:3]. (5) Given the reactants [CH3:1][O:2][C:3](=[O:23])[C:4]1[CH:9]=[C:8]([O:10][C:11]2[CH:16]=[CH:15][C:14]([N+:17]([O-])=O)=[CH:13][CH:12]=2)[CH:7]=[CH:6][C:5]=1[N+:20]([O-])=O, predict the reaction product. The product is: [CH3:1][O:2][C:3](=[O:23])[C:4]1[CH:9]=[C:8]([O:10][C:11]2[CH:16]=[CH:15][C:14]([NH2:17])=[CH:13][CH:12]=2)[CH:7]=[CH:6][C:5]=1[NH2:20]. (6) Given the reactants Br[C:2]1[N:6]2[N:7]=[CH:8][CH:9]=[C:10]([N:11]3[CH2:16][CH2:15][O:14][CH2:13][CH2:12]3)[C:5]2=[N:4][C:3]=1[CH2:17][CH2:18][C:19]1[CH:28]=[CH:27][C:26]2[C:21](=[CH:22][CH:23]=[CH:24][CH:25]=2)[N:20]=1.CC1(C)C(C)(C)OB([C:37]2[CH:42]=[CH:41][C:40]([N:43]3[CH:47]=[N:46][C:45](=[O:48])[N:44]3[CH2:49][O:50][CH2:51][CH2:52][Si:53]([CH3:56])([CH3:55])[CH3:54])=[CH:39][CH:38]=2)O1, predict the reaction product. The product is: [O:14]1[CH2:15][CH2:16][N:11]([C:10]2[C:5]3[N:6]([C:2]([C:37]4[CH:38]=[CH:39][C:40]([N:43]5[CH:47]=[N:46][C:45](=[O:48])[N:44]5[CH2:49][O:50][CH2:51][CH2:52][Si:53]([CH3:56])([CH3:55])[CH3:54])=[CH:41][CH:42]=4)=[C:3]([CH2:17][CH2:18][C:19]4[CH:28]=[CH:27][C:26]5[C:21](=[CH:22][CH:23]=[CH:24][CH:25]=5)[N:20]=4)[N:4]=3)[N:7]=[CH:8][CH:9]=2)[CH2:12][CH2:13]1. (7) Given the reactants [C:1]([N:5]1[C:9]([C:10]2[CH:15]=[CH:14][C:13]([O:16][CH3:17])=[CH:12][CH:11]=2)=[C:8]([C:18]2[S:19][CH:20]=[C:21](/[CH:23]=[CH:24]/[C:25]([O:27]CC)=[O:26])[N:22]=2)[CH:7]=[N:6]1)([CH3:4])([CH3:3])[CH3:2].[OH-].[Na+].Cl, predict the reaction product. The product is: [C:1]([N:5]1[C:9]([C:10]2[CH:11]=[CH:12][C:13]([O:16][CH3:17])=[CH:14][CH:15]=2)=[C:8]([C:18]2[S:19][CH:20]=[C:21](/[CH:23]=[CH:24]/[C:25]([OH:27])=[O:26])[N:22]=2)[CH:7]=[N:6]1)([CH3:4])([CH3:2])[CH3:3].